Predict the reactants needed to synthesize the given product. From a dataset of Full USPTO retrosynthesis dataset with 1.9M reactions from patents (1976-2016). (1) Given the product [Cl:1][C:2]1[CH:3]=[C:4]([C:5](=[O:6])[CH3:18])[CH:11]=[C:12]([C:14]([F:17])([F:16])[F:15])[CH:13]=1, predict the reactants needed to synthesize it. The reactants are: [Cl:1][C:2]1[CH:3]=[C:4]([CH:11]=[C:12]([C:14]([F:17])([F:16])[F:15])[CH:13]=1)[C:5](N(OC)C)=[O:6].[CH3:18][Mg]Br.[Cl-].[NH4+]. (2) Given the product [CH2:25]([C:22]1[S:21][C:20]([C:18]#[C:19][CH:2]2[S:6][C:5](=[C:7]3[CH:11]=[CH:10][C:9]([C:11]#[C:7][C:5]4[S:6][C:41]([CH2:42][CH2:43][CH2:44][CH2:45][CH2:40][CH2:46][CH2:38][CH3:39])=[CH:3][CH:4]=4)([C:12]4[S:13][CH:14]=[CH:15][CH:16]=4)[S:8]3)[CH:4]=[CH:3]2)=[CH:24][CH:23]=1)[CH2:26][CH2:27][CH2:28][CH2:29][CH2:30][CH2:31][CH3:32], predict the reactants needed to synthesize it. The reactants are: Br[C:2]1[S:6][C:5]([C:7]2[S:8][C:9]([C:12]3[S:13][C:14](Br)=[CH:15][CH:16]=3)=[CH:10][CH:11]=2)=[CH:4][CH:3]=1.[C:18]([C:20]1[S:21][C:22]([CH2:25][CH2:26][CH2:27][CH2:28][CH2:29][CH2:30][CH2:31][CH3:32])=[CH:23][CH:24]=1)#[CH:19].C(N([CH2:38][CH3:39])CC)C.[C:40]1([CH3:46])[CH:45]=[CH:44][CH:43]=[CH:42][CH:41]=1. (3) Given the product [NH2:29][C:25]1[O:1][C:2]2[C:10]([CH:18]([C:17]3[CH:20]=[C:21]([O:22][CH3:23])[C:14]([O:13][CH3:12])=[C:15]([I:24])[CH:16]=3)[C:26]=1[C:27]#[N:28])=[CH:9][CH:8]=[C:7]1[N:6]([CH3:11])[CH:5]=[CH:4][C:3]=21, predict the reactants needed to synthesize it. The reactants are: [OH:1][C:2]1[CH:10]=[CH:9][CH:8]=[C:7]2[C:3]=1[CH:4]=[CH:5][N:6]2[CH3:11].[CH3:12][O:13][C:14]1[C:21]([O:22][CH3:23])=[CH:20][C:17]([CH:18]=O)=[CH:16][C:15]=1[I:24].[C:25](#[N:29])[CH2:26][C:27]#[N:28]. (4) Given the product [CH2:6]([O:5][P:4]([CH2:9][O:10][CH2:11][C:12](=[CH2:13])[CH2:14][N:21]1[CH:20]=[N:19][C:18]2[C:22]1=[N:23][C:24]([NH2:26])=[N:25][C:17]=2[Cl:16])([O:3][CH2:1][CH3:2])=[O:8])[CH3:7], predict the reactants needed to synthesize it. The reactants are: [CH2:1]([O:3][P:4]([CH2:9][O:10][CH2:11][C:12]([CH2:14]Cl)=[CH2:13])(=[O:8])[O:5][CH2:6][CH3:7])[CH3:2].[Cl:16][C:17]1[N:25]=[C:24]([NH2:26])[N:23]=[C:22]2[C:18]=1[NH:19][CH:20]=[N:21]2.C(=O)([O-])[O-].[K+].[K+]. (5) Given the product [CH3:26][O:25][C:18]1[CH:19]=[CH:20][CH:21]=[C:22]([O:23][CH3:24])[C:17]=1[CH2:16][NH:15][C:13]([NH:12][C:7]1[C:6]([C:31]2[CH:32]=[CH:33][C:28]([F:27])=[CH:29][CH:30]=2)=[CH:11][CH:10]=[CH:9][N:8]=1)=[NH:14], predict the reactants needed to synthesize it. The reactants are: C(O)(=O)C.Br[C:6]1[C:7]([NH:12][C:13]([NH:15][CH2:16][C:17]2[C:22]([O:23][CH3:24])=[CH:21][CH:20]=[CH:19][C:18]=2[O:25][CH3:26])=[NH:14])=[N:8][CH:9]=[CH:10][CH:11]=1.[F:27][C:28]1[CH:33]=[CH:32][C:31](OB(O)O)=[CH:30][CH:29]=1.C(=O)([O-])[O-].[Na+].[Na+].C([O-])(=O)C. (6) Given the product [CH3:7][C:5]1[S:6][C:2]([C:9]2[CH:14]=[CH:13][CH:12]=[CH:11][CH:10]=2)=[CH:3][C:4]=1[CH3:8], predict the reactants needed to synthesize it. The reactants are: Br[C:2]1[S:6][C:5]([CH3:7])=[C:4]([CH3:8])[CH:3]=1.[C:9]1(P([C:9]2[CH:14]=[CH:13][CH:12]=[CH:11][CH:10]=2)[C:9]2[CH:14]=[CH:13][CH:12]=[CH:11][CH:10]=2)[CH:14]=[CH:13][CH:12]=[CH:11][CH:10]=1.C1(B(O)O)C=CC=CC=1.C([O-])([O-])=O.[Na+].[Na+]. (7) Given the product [CH3:1][O:2][C:3]1[CH:8]=[CH:7][C:6]([N+:9]([O-:11])=[O:10])=[CH:5][C:4]=1[O:12][S:13]([C:16]([F:19])([F:18])[F:17])(=[O:15])=[O:14], predict the reactants needed to synthesize it. The reactants are: [CH3:1][O:2][C:3]1[CH:8]=[CH:7][C:6]([N+:9]([O-:11])=[O:10])=[CH:5][C:4]=1[OH:12].[S:13](O[S:13]([C:16]([F:19])([F:18])[F:17])(=[O:15])=[O:14])([C:16]([F:19])([F:18])[F:17])(=[O:15])=[O:14].CCOC(C)=O.CCCCCC.